The task is: Predict the reaction yield, written as a fraction of the theoretical maximum amount of product (1.0 means a 100% yield; for example, 0.34 means a 34% yield).. This data is from Reaction yield outcomes from USPTO patents with 853,638 reactions. (1) The reactants are [N:1]([CH2:4][CH2:5][CH2:6][C:7]1([C:25]2[CH:30]=[CH:29][CH:28]=[CH:27][CH:26]=2)[N:11]([C:12](=[O:16])[CH:13]([CH3:15])[CH3:14])[N:10]=[C:9]([C:17]2[CH:22]=[C:21]([F:23])[CH:20]=[CH:19][C:18]=2[F:24])[S:8]1)=[N+]=[N-].CO.Cl. The yield is 0.960. The product is [NH2:1][CH2:4][CH2:5][CH2:6][C:7]1([C:25]2[CH:30]=[CH:29][CH:28]=[CH:27][CH:26]=2)[N:11]([C:12](=[O:16])[CH:13]([CH3:15])[CH3:14])[N:10]=[C:9]([C:17]2[CH:22]=[C:21]([F:23])[CH:20]=[CH:19][C:18]=2[F:24])[S:8]1. The catalyst is [Pd]. (2) The reactants are C(OC([N:8]1[CH2:13][CH2:12][CH:11]([C:14]2[C:22]3[S:21][C:20]([NH:23][C:24]([N:26]4[CH2:31][CH2:30][O:29][CH2:28][CH2:27]4)=[O:25])=[N:19][C:18]=3[C:17]([O:32][CH3:33])=[CH:16][CH:15]=2)[CH2:10][CH2:9]1)=O)(C)(C)C.[ClH:34].CO. No catalyst specified. The yield is 0.670. The product is [ClH:34].[CH3:33][O:32][C:17]1[C:18]2[N:19]=[C:20]([NH:23][C:24]([N:26]3[CH2:31][CH2:30][O:29][CH2:28][CH2:27]3)=[O:25])[S:21][C:22]=2[C:14]([CH:11]2[CH2:12][CH2:13][NH:8][CH2:9][CH2:10]2)=[CH:15][CH:16]=1.